From a dataset of Reaction yield outcomes from USPTO patents with 853,638 reactions. Predict the reaction yield, written as a fraction of the theoretical maximum amount of product (1.0 means a 100% yield; for example, 0.34 means a 34% yield). (1) The reactants are [N:1]1[CH:6]=[CH:5][C:4]([CH3:7])=[CH:3][C:2]=1[CH3:8].ClC1C=C(C=CC=1)C(OO)=[O:14].S([O-])(O)=O.[Na+]. The catalyst is C(Cl)Cl. The product is [CH3:8][C:2]1[CH:3]=[C:4]([CH3:7])[CH:5]=[CH:6][N+:1]=1[O-:14]. The yield is 0.669. (2) The reactants are [Br:1][C:2]1[C:3](=[O:10])[N:4]([CH3:9])[CH:5]=[C:6](I)[CH:7]=1.[C:11]([O:14][CH2:15][C:16]1[C:17]([N:25]2[CH2:36][CH2:35][N:34]3[C:27](=[CH:28][C:29]4[CH2:30][C:31]([CH3:38])([CH3:37])[CH2:32][C:33]=43)[C:26]2=[O:39])=[N:18][CH:19]=[CH:20][C:21]=1B(O)O)(=[O:13])[CH3:12].[O-]P([O-])([O-])=O.[K+].[K+].[K+].C([O-])(=O)C.[Na+]. The catalyst is C1C=CC(P(C2C=CC=CC=2)[C-]2C=CC=C2)=CC=1.C1C=CC(P(C2C=CC=CC=2)[C-]2C=CC=C2)=CC=1.Cl[Pd]Cl.[Fe+2].O.C(#N)C. The product is [C:11]([O:14][CH2:15][C:16]1[C:17]([N:25]2[CH2:36][CH2:35][N:34]3[C:27](=[CH:28][C:29]4[CH2:30][C:31]([CH3:38])([CH3:37])[CH2:32][C:33]=43)[C:26]2=[O:39])=[N:18][CH:19]=[CH:20][C:21]=1[C:6]1[CH:7]=[C:2]([Br:1])[C:3](=[O:10])[N:4]([CH3:9])[CH:5]=1)(=[O:13])[CH3:12]. The yield is 0.220. (3) The reactants are [Br:1][C:2]1[CH:11]=[C:10]2[C:5]([CH:6]=[C:7]([C:12]([O:14]CC)=[O:13])[CH:8]=[N:9]2)=[CH:4][C:3]=1[O:17][CH3:18].[OH-].[Li+]. The catalyst is O1CCCC1. The product is [Br:1][C:2]1[CH:11]=[C:10]2[C:5]([CH:6]=[C:7]([C:12]([OH:14])=[O:13])[CH:8]=[N:9]2)=[CH:4][C:3]=1[O:17][CH3:18]. The yield is 0.730. (4) The reactants are [CH2:1]([N:8]1[CH2:14][CH2:13][C:12]2[C:15](Cl)=[N:16][C:17]([CH2:19][C:20]3[CH:25]=[CH:24][CH:23]=[C:22]([Cl:26])[CH:21]=3)=[N:18][C:11]=2[CH2:10][CH2:9]1)[C:2]1[CH:7]=[CH:6][CH:5]=[CH:4][CH:3]=1.N. The catalyst is O1CCCC1.[Zn]. The product is [CH2:1]([N:8]1[CH2:14][CH2:13][C:12]2[CH:15]=[N:16][C:17]([CH2:19][C:20]3[CH:25]=[CH:24][CH:23]=[C:22]([Cl:26])[CH:21]=3)=[N:18][C:11]=2[CH2:10][CH2:9]1)[C:2]1[CH:7]=[CH:6][CH:5]=[CH:4][CH:3]=1. The yield is 0.669. (5) The reactants are [CH3:1][O:2][C:3]1[CH:8]=[CH:7][C:6]([C:9]2[O:13][C:12]([C:14]([O:16]CC)=O)=[N:11][N:10]=2)=[CH:5][CH:4]=1.[C-]#N.[Na+].Cl.[OH:23][CH:24]1[CH2:27][NH:26][CH2:25]1.C(N(CC)CC)C. The catalyst is CO.ClCCl.O. The product is [OH:23][CH:24]1[CH2:27][N:26]([C:14]([C:12]2[O:13][C:9]([C:6]3[CH:5]=[CH:4][C:3]([O:2][CH3:1])=[CH:8][CH:7]=3)=[N:10][N:11]=2)=[O:16])[CH2:25]1. The yield is 0.770.